From a dataset of Full USPTO retrosynthesis dataset with 1.9M reactions from patents (1976-2016). Predict the reactants needed to synthesize the given product. (1) Given the product [C:11]1([C:2]2[N:7]=[C:6]([C:8]([OH:10])=[O:9])[CH:5]=[CH:4][CH:3]=2)[CH2:15][CH2:14][CH2:13][CH:12]=1, predict the reactants needed to synthesize it. The reactants are: Br[C:2]1[N:7]=[C:6]([C:8]([OH:10])=[O:9])[CH:5]=[CH:4][CH:3]=1.[C:11]1(B2OC(C)(C)C(C)(C)O2)[CH2:15][CH2:14][CH2:13][CH:12]=1.C([O-])([O-])=O.[K+].[K+]. (2) The reactants are: [CH3:1][O:2][C:3]1[CH:8]=[CH:7][CH:6]=[CH:5][C:4]=1[N:9]1[CH2:14][CH2:13][N:12]([C:15](=[O:20])[C:16]([Cl:19])([Cl:18])[Cl:17])[CH2:11][CH2:10]1.[Cl:21][S:22](O)(=[O:24])=[O:23]. Given the product [Cl:18][C:16]([Cl:19])([Cl:17])[C:15]([N:12]1[CH2:13][CH2:14][N:9]([C:4]2[CH:5]=[C:6]([S:22]([Cl:21])(=[O:24])=[O:23])[CH:7]=[CH:8][C:3]=2[O:2][CH3:1])[CH2:10][CH2:11]1)=[O:20], predict the reactants needed to synthesize it. (3) Given the product [CH2:12]([N:11]1[CH2:46][CH2:45][C:10]2[N:11]=[C:12]([C:24]3[CH:30]=[CH:29][C:27]([NH:28][C:32]4[NH:37][C:36](=[O:38])[N:35]([CH3:39])[C:34](=[O:40])[CH:33]=4)=[CH:26][CH:25]=3)[N:13]=[C:14]([N:18]3[CH2:19][CH2:20][O:21][CH2:22][CH2:23]3)[C:15]=2[CH2:10]1)[C:24]1[CH:30]=[CH:29][CH:27]=[CH:26][CH:25]=1, predict the reactants needed to synthesize it. The reactants are: C(N1CC[C:15]2[C:14]([N:18]3[CH2:23][CH2:22][O:21][CH2:20][CH2:19]3)=[N:13][C:12]([C:24]3[CH:30]=[CH:29][C:27]([NH2:28])=[CH:26][CH:25]=3)=[N:11][C:10]=2C1)C1C=CC=CC=1.Cl[C:32]1[NH:37][C:36](=[O:38])[N:35]([CH3:39])[C:34](=[O:40])[CH:33]=1.O1[CH2:46][CH2:45]OCC1. (4) Given the product [Cl:14][C:12]1[CH:11]=[CH:10][N:9]=[C:8]2[N:7]([CH2:27][C:26]3[CH:25]=[CH:24][C:23]([S:20]([CH3:19])(=[O:22])=[O:21])=[CH:30][CH:29]=3)[C:6]([CH3:15])=[C:5]([CH2:4][C:3]([OH:2])=[O:16])[C:13]=12, predict the reactants needed to synthesize it. The reactants are: C[O:2][C:3](=[O:16])[CH2:4][C:5]1[C:13]2[C:8](=[N:9][CH:10]=[CH:11][C:12]=2[Cl:14])[NH:7][C:6]=1[CH3:15].[H-].[Na+].[CH3:19][S:20]([C:23]1[CH:30]=[CH:29][C:26]([CH2:27]Br)=[CH:25][CH:24]=1)(=[O:22])=[O:21]. (5) Given the product [Br:33][CH:16]([C:14]1[O:13][N:12]=[C:11]([C:8]2[CH:9]=[CH:10][C:5]([O:4][CH2:1][CH2:2][CH3:3])=[CH:6][C:7]=2[C:22]([F:24])([F:25])[F:23])[CH:15]=1)[C:17]([O:19][CH2:20][CH3:21])=[O:18], predict the reactants needed to synthesize it. The reactants are: [CH2:1]([O:4][C:5]1[CH:10]=[CH:9][C:8]([C:11]2[CH:15]=[C:14]([CH2:16][C:17]([O:19][CH2:20][CH3:21])=[O:18])[O:13][N:12]=2)=[C:7]([C:22]([F:25])([F:24])[F:23])[CH:6]=1)[CH2:2][CH3:3].C1C(=O)N([Br:33])C(=O)C1.CC(N=NC(C#N)(C)C)(C#N)C. (6) Given the product [CH:1]1([CH2:7][CH2:8][CH2:9][C@@H:10]([C:19]2[O:23][N:22]=[C:21]([C:24]([N:26]3[CH2:27][CH:28]([N:30]([CH3:32])[CH3:31])[CH2:29]3)=[O:25])[N:20]=2)[CH2:11][C:12]([OH:14])=[O:13])[CH2:6][CH2:5][CH2:4][CH2:3][CH2:2]1, predict the reactants needed to synthesize it. The reactants are: [CH:1]1([CH2:7][CH2:8][CH2:9][C@@H:10]([C:19]2[O:23][N:22]=[C:21]([C:24]([N:26]3[CH2:29][CH:28]([N:30]([CH3:32])[CH3:31])[CH2:27]3)=[O:25])[N:20]=2)[CH2:11][C:12]([O:14]C(C)(C)C)=[O:13])[CH2:6][CH2:5][CH2:4][CH2:3][CH2:2]1. (7) Given the product [CH:4]([C:3]1[CH:6]=[CH:7][C:8]([O:10][CH3:11])=[CH:9][C:2]=1[O:1][S:19]([C:22]([F:25])([F:24])[F:23])(=[O:20])=[O:18])=[O:5], predict the reactants needed to synthesize it. The reactants are: [OH:1][C:2]1[CH:9]=[C:8]([O:10][CH3:11])[CH:7]=[CH:6][C:3]=1[CH:4]=[O:5].N1C=CC=CC=1.[O:18](S(C(F)(F)F)(=O)=O)[S:19]([C:22]([F:25])([F:24])[F:23])(=O)=[O:20].Cl. (8) Given the product [CH2:1]([C:5]1[N:6]=[C:7]([CH3:27])[N:8]([CH2:31][C:32]2[C:37]([Cl:38])=[CH:36][CH:35]=[CH:34][C:33]=2[Cl:39])[C:9](=[O:26])[C:10]=1[CH2:11][C:12]1[CH:17]=[CH:16][C:15]([C:18]2[CH:23]=[CH:22][CH:21]=[CH:20][C:19]=2[C:24]2[NH:42][C:43](=[O:46])[O:44][N:25]=2)=[CH:14][CH:13]=1)[CH2:2][CH2:3][CH3:4], predict the reactants needed to synthesize it. The reactants are: [CH2:1]([C:5]1[N:6]=[C:7]([CH3:27])[NH:8][C:9](=[O:26])[C:10]=1[CH2:11][C:12]1[CH:17]=[CH:16][C:15]([C:18]2[C:19]([C:24]#[N:25])=[CH:20][CH:21]=[CH:22][CH:23]=2)=[CH:14][CH:13]=1)[CH2:2][CH2:3][CH3:4].[H-].[Na+].Br[CH2:31][C:32]1[C:37]([Cl:38])=[CH:36][CH:35]=[CH:34][C:33]=1[Cl:39].[Cl-].O[NH3+:42].[C:43](=[O:46])([O-])[OH:44].[Na+].